From a dataset of Full USPTO retrosynthesis dataset with 1.9M reactions from patents (1976-2016). Predict the reactants needed to synthesize the given product. (1) Given the product [CH3:11][N:7]1[C:8]2[C:4](=[CH:3][C:2]([B:17]3[O:18][C:19]([CH3:21])([CH3:20])[C:15]([CH3:31])([CH3:14])[O:16]3)=[CH:10][CH:9]=2)[C:5]([CH2:12][OH:13])=[N:6]1, predict the reactants needed to synthesize it. The reactants are: Br[C:2]1[CH:3]=[C:4]2[C:8](=[CH:9][CH:10]=1)[N:7]([CH3:11])[N:6]=[C:5]2[CH2:12][OH:13].[CH3:14][C:15]1([CH3:31])[C:19]([CH3:21])([CH3:20])[O:18][B:17]([B:17]2[O:18][C:19]([CH3:21])([CH3:20])[C:15]([CH3:31])([CH3:14])[O:16]2)[O:16]1.ClCCl.C([O-])(=O)C.[K+]. (2) Given the product [N+:18]([C:15]1[CH:16]=[CH:17][C:12]([N:1]2[CH:5]=[C:4]([C:6]([O:8][CH2:9][CH3:10])=[O:7])[N:3]=[CH:2]2)=[CH:13][CH:14]=1)([O-:20])=[O:19], predict the reactants needed to synthesize it. The reactants are: [NH:1]1[CH:5]=[C:4]([C:6]([O:8][CH2:9][CH3:10])=[O:7])[N:3]=[CH:2]1.F[C:12]1[CH:17]=[CH:16][C:15]([N+:18]([O-:20])=[O:19])=[CH:14][CH:13]=1.C(=O)([O-])[O-].[K+].[K+]. (3) Given the product [F:33][C:30]1[CH:29]=[CH:28][C:27]([C@:4]2([CH2:1][CH2:2][CH2:3][OH:37])[O:9][C:8](=[O:10])[N:7]([C@H:11]3[CH2:16][CH2:15][CH2:14][N:13]([C:17]([O:19][CH2:20][C:21]4[CH:22]=[CH:23][CH:24]=[CH:25][CH:26]=4)=[O:18])[CH2:12]3)[CH2:6][CH2:5]2)=[CH:32][CH:31]=1, predict the reactants needed to synthesize it. The reactants are: [CH2:1]([C@@:4]1([C:27]2[CH:32]=[CH:31][C:30]([F:33])=[CH:29][CH:28]=2)[O:9][C:8](=[O:10])[N:7]([C@H:11]2[CH2:16][CH2:15][CH2:14][N:13]([C:17]([O:19][CH2:20][C:21]3[CH:26]=[CH:25][CH:24]=[CH:23][CH:22]=3)=[O:18])[CH2:12]2)[CH2:6][CH2:5]1)[CH:2]=[CH2:3].C1C[O:37]CC1. (4) Given the product [N:25]1([C:31]2[N:36]=[CH:35][C:34]([NH:37][C:9]([C:11]3[O:15][C:14]([CH:16]4[CH2:17][CH2:18][CH2:19][CH2:20][CH2:21]4)=[N:13][C:12]=3[CH2:22][CH2:23][CH3:24])=[O:10])=[CH:33][CH:32]=2)[CH2:30][CH2:29][O:28][CH2:27][CH2:26]1, predict the reactants needed to synthesize it. The reactants are: O=C1CCC(=O)N1O[C:9]([C:11]1[O:15][C:14]([CH:16]2[CH2:21][CH2:20][CH2:19][CH2:18][CH2:17]2)=[N:13][C:12]=1[CH2:22][CH2:23][CH3:24])=[O:10].[N:25]1([C:31]2[N:36]=[CH:35][C:34]([NH2:37])=[CH:33][CH:32]=2)[CH2:30][CH2:29][O:28][CH2:27][CH2:26]1. (5) Given the product [I:13][C:8]1[CH:9]=[CH:10][CH:11]=[C:12]2[C:7]=1[NH:6][C:4](=[O:5])[C:3]2=[O:14], predict the reactants needed to synthesize it. The reactants are: ON=[CH:3][C:4]([NH:6][C:7]1[CH:12]=[CH:11][CH:10]=[CH:9][C:8]=1[I:13])=[O:5].[OH:14]S(O)(=O)=O. (6) Given the product [I-:45].[C:21]([C:20]1[CH:19]=[CH:18][C:17]([O:16][CH3:15])=[C:25]([S+:6]2[C:5]3[CH:4]=[CH:3][CH:2]=[CH:1][C:9]=3[C:8]3[CH:10]=[CH:11][CH:12]=[CH:13][C:7]2=3)[CH:24]=1)([OH:23])=[O:22], predict the reactants needed to synthesize it. The reactants are: [CH:1]1[C:9]2[C:8]3[CH:10]=[CH:11][CH:12]=[CH:13][C:7]=3[S:6](=O)[C:5]=2[CH:4]=[CH:3][CH:2]=1.[CH3:15][O:16][C:17]1[CH:25]=[CH:24][C:20]([C:21]([OH:23])=[O:22])=[CH:19][CH:18]=1.CS(O)(=O)=O.O=P12OP3(OP(OP(O3)(O1)=O)(=O)O2)=O.[I-:45].[Na+]. (7) Given the product [CH:2]([CH:1]1[S:10][CH2:6][CH2:7][CH2:8][S:9]1)([CH3:4])[CH3:3], predict the reactants needed to synthesize it. The reactants are: [CH:1](=O)[CH:2]([CH3:4])[CH3:3].[CH2:6]([SH:10])[CH2:7][CH2:8][SH:9].B(F)(F)F.CCOCC.